From a dataset of Full USPTO retrosynthesis dataset with 1.9M reactions from patents (1976-2016). Predict the reactants needed to synthesize the given product. (1) Given the product [CH3:15][N:16]([CH3:12])[CH2:17][CH:8]([C:5]1[CH:6]=[CH:7][C:2]([CH3:1])=[CH:3][CH:4]=1)[C:9](=[O:11])[CH3:10], predict the reactants needed to synthesize it. The reactants are: [CH3:1][C:2]1[CH:7]=[CH:6][C:5]([CH2:8][C:9](=[O:11])[CH3:10])=[CH:4][CH:3]=1.[CH2:12]=O.Cl.[CH3:15][NH:16][CH3:17]. (2) Given the product [CH3:27][N:26]([CH3:28])[C:24]([CH:23]([NH:22][C:12]([C:10]1[CH:9]=[CH:8][C:7]([N:15]2[CH2:18][C:17]([F:20])([F:19])[CH2:16]2)=[C:6]([O:5][CH2:4][CH:1]2[CH2:2][CH2:3]2)[N:11]=1)=[O:14])[C:29]1[CH:34]=[CH:33][CH:32]=[CH:31][CH:30]=1)=[O:25], predict the reactants needed to synthesize it. The reactants are: [CH:1]1([CH2:4][O:5][C:6]2[N:11]=[C:10]([C:12]([OH:14])=O)[CH:9]=[CH:8][C:7]=2[N:15]2[CH2:18][C:17]([F:20])([F:19])[CH2:16]2)[CH2:3][CH2:2]1.Cl.[NH2:22][CH:23]([C:29]1[CH:34]=[CH:33][CH:32]=[CH:31][CH:30]=1)[C:24]([N:26]([CH3:28])[CH3:27])=[O:25].